From a dataset of Catalyst prediction with 721,799 reactions and 888 catalyst types from USPTO. Predict which catalyst facilitates the given reaction. (1) Reactant: [CH3:1][C:2]1[CH:3]=[C:4]([C:8]2[C:17]3[C:12](=[CH:13][C:14]([C:18]([O:20]C)=[O:19])=[CH:15][CH:16]=3)[O:11][C:10](=[O:22])[CH:9]=2)[CH:5]=[CH:6][CH:7]=1.[OH-].[Li+]. Product: [CH3:1][C:2]1[CH:3]=[C:4]([C:8]2[C:17]3[C:12](=[CH:13][C:14]([C:18]([OH:20])=[O:19])=[CH:15][CH:16]=3)[O:11][C:10](=[O:22])[CH:9]=2)[CH:5]=[CH:6][CH:7]=1. The catalyst class is: 295. (2) Reactant: O.[OH-].[Li+].[Cl:4][CH2:5][CH2:6][O:7][C:8]1[CH:13]=[CH:12][CH:11]=[CH:10][C:9]=1[C:14]([NH:17][C:18]1[C:19](=[O:36])[N:20]([C:24]2[CH:25]=[C:26]([CH:31]=[C:32]([F:35])[C:33]=2[CH3:34])[C:27]([O:29]C)=[O:28])[CH:21]=[CH:22][N:23]=1)([CH3:16])[CH3:15].Cl. Product: [Cl:4][CH2:5][CH2:6][O:7][C:8]1[CH:13]=[CH:12][CH:11]=[CH:10][C:9]=1[C:14]([NH:17][C:18]1[C:19](=[O:36])[N:20]([C:24]2[CH:25]=[C:26]([CH:31]=[C:32]([F:35])[C:33]=2[CH3:34])[C:27]([OH:29])=[O:28])[CH:21]=[CH:22][N:23]=1)([CH3:16])[CH3:15]. The catalyst class is: 90.